From a dataset of NCI-60 drug combinations with 297,098 pairs across 59 cell lines. Regression. Given two drug SMILES strings and cell line genomic features, predict the synergy score measuring deviation from expected non-interaction effect. (1) Cell line: NCI-H322M. Drug 1: C1=NC2=C(N1)C(=S)N=CN2. Drug 2: COC1=C2C(=CC3=C1OC=C3)C=CC(=O)O2. Synergy scores: CSS=21.3, Synergy_ZIP=2.77, Synergy_Bliss=3.55, Synergy_Loewe=-19.5, Synergy_HSA=2.86. (2) Drug 1: CC1=C(C=C(C=C1)NC(=O)C2=CC=C(C=C2)CN3CCN(CC3)C)NC4=NC=CC(=N4)C5=CN=CC=C5. Drug 2: COC1=C2C(=CC3=C1OC=C3)C=CC(=O)O2. Cell line: T-47D. Synergy scores: CSS=-0.564, Synergy_ZIP=-1.67, Synergy_Bliss=-2.21, Synergy_Loewe=-1.25, Synergy_HSA=-1.19. (3) Drug 1: CS(=O)(=O)C1=CC(=C(C=C1)C(=O)NC2=CC(=C(C=C2)Cl)C3=CC=CC=N3)Cl. Drug 2: CC1=C(N=C(N=C1N)C(CC(=O)N)NCC(C(=O)N)N)C(=O)NC(C(C2=CN=CN2)OC3C(C(C(C(O3)CO)O)O)OC4C(C(C(C(O4)CO)O)OC(=O)N)O)C(=O)NC(C)C(C(C)C(=O)NC(C(C)O)C(=O)NCCC5=NC(=CS5)C6=NC(=CS6)C(=O)NCCC[S+](C)C)O. Cell line: SK-MEL-28. Synergy scores: CSS=-5.74, Synergy_ZIP=2.62, Synergy_Bliss=-1.10, Synergy_Loewe=-8.39, Synergy_HSA=-7.87. (4) Drug 1: C1=CC(=CC=C1CCCC(=O)O)N(CCCl)CCCl. Drug 2: CC(C)CN1C=NC2=C1C3=CC=CC=C3N=C2N. Cell line: RXF 393. Synergy scores: CSS=13.1, Synergy_ZIP=-5.20, Synergy_Bliss=1.73, Synergy_Loewe=0.506, Synergy_HSA=0.645. (5) Drug 1: CC1=CC2C(CCC3(C2CCC3(C(=O)C)OC(=O)C)C)C4(C1=CC(=O)CC4)C. Drug 2: C1=CC=C(C=C1)NC(=O)CCCCCCC(=O)NO. Cell line: UO-31. Synergy scores: CSS=2.31, Synergy_ZIP=-1.57, Synergy_Bliss=-0.451, Synergy_Loewe=-2.70, Synergy_HSA=0.262. (6) Drug 1: CC(CN1CC(=O)NC(=O)C1)N2CC(=O)NC(=O)C2. Drug 2: CC(C)(C#N)C1=CC(=CC(=C1)CN2C=NC=N2)C(C)(C)C#N. Cell line: OVCAR-5. Synergy scores: CSS=9.41, Synergy_ZIP=-3.32, Synergy_Bliss=-3.87, Synergy_Loewe=-4.56, Synergy_HSA=-4.67.